This data is from Forward reaction prediction with 1.9M reactions from USPTO patents (1976-2016). The task is: Predict the product of the given reaction. (1) Given the reactants [CH2:1]([O:8][C:9]1[CH:14]=[CH:13][C:12]([N+]([O-])=O)=[C:11](/[CH:18]=[CH:19]/[N+:20]([O-])=O)[C:10]=1[O:23][CH3:24])[C:2]1[CH:7]=[CH:6][CH:5]=[CH:4][CH:3]=1.C(O)(=O)C, predict the reaction product. The product is: [CH2:1]([O:8][C:9]1[C:10]([O:23][CH3:24])=[C:11]2[C:12](=[CH:13][CH:14]=1)[NH:20][CH:19]=[CH:18]2)[C:2]1[CH:7]=[CH:6][CH:5]=[CH:4][CH:3]=1. (2) Given the reactants [O:1]1[C:5]2[CH:6]=[CH:7][C:8]([CH:10]=O)=[CH:9][C:4]=2[CH:3]=[CH:2]1.[S:12]1[CH2:16][C:15](=[O:17])[NH:14][C:13]1=[O:18], predict the reaction product. The product is: [O:1]1[C:5]2[CH:6]=[CH:7][C:8](/[CH:10]=[C:16]3/[C:15](=[O:17])[NH:14][C:13](=[O:18])[S:12]/3)=[CH:9][C:4]=2[CH:3]=[CH:2]1.